This data is from Peptide-MHC class I binding affinity with 185,985 pairs from IEDB/IMGT. The task is: Regression. Given a peptide amino acid sequence and an MHC pseudo amino acid sequence, predict their binding affinity value. This is MHC class I binding data. (1) The peptide sequence is LCMLNNSLYY. The MHC is HLA-A23:01 with pseudo-sequence HLA-A23:01. The binding affinity (normalized) is 0.0196. (2) The peptide sequence is AYQQGVKTL. The MHC is HLA-A02:01 with pseudo-sequence HLA-A02:01. The binding affinity (normalized) is 0.0847. (3) The peptide sequence is VGSQGENQLY. The MHC is HLA-A26:01 with pseudo-sequence HLA-A26:01. The binding affinity (normalized) is 0.112. (4) The peptide sequence is ERNPYENIL. The MHC is HLA-B07:02 with pseudo-sequence HLA-B07:02. The binding affinity (normalized) is 0.0847.